Dataset: Full USPTO retrosynthesis dataset with 1.9M reactions from patents (1976-2016). Task: Predict the reactants needed to synthesize the given product. (1) Given the product [CH3:1][C:2]1[CH:3]=[CH:4][C:5]([S:9][C:10]2[CH:11]=[CH:12][CH:13]=[CH:14][C:15]=2[N:16]2[CH2:17][CH2:18][NH:19][CH2:20][CH2:21]2)=[C:6]([CH3:8])[CH:7]=1.[C:22]1([S:36]([O-:39])(=[O:38])=[O:37])[C:31]2[CH:30]=[CH:29][CH:28]=[C:27]([S:32]([O-:35])(=[O:34])=[O:33])[C:26]=2[CH:25]=[CH:24][CH:23]=1, predict the reactants needed to synthesize it. The reactants are: [CH3:1][C:2]1[CH:3]=[CH:4][C:5]([S:9][C:10]2[CH:11]=[CH:12][CH:13]=[CH:14][C:15]=2[N:16]2[CH2:21][CH2:20][NH:19][CH2:18][CH2:17]2)=[C:6]([CH3:8])[CH:7]=1.[C:22]1([S:36]([OH:39])(=[O:38])=[O:37])[C:31]2[CH:30]=[CH:29][CH:28]=[C:27]([S:32]([OH:35])(=[O:34])=[O:33])[C:26]=2[CH:25]=[CH:24][CH:23]=1. (2) Given the product [OH:2][C:3]1[CH:4]=[CH:5][C:6]([N:9]2[C:13]3[CH:14]=[CH:15][CH:16]=[CH:17][C:12]=3[N:11]=[C:10]2[C:18]2[CH:19]=[CH:20][C:21]([C:22]([NH:24][CH:25]([C:27]3[CH:28]=[CH:29][CH:30]=[CH:31][CH:32]=3)[CH3:26])=[O:23])=[CH:33][CH:34]=2)=[CH:7][CH:8]=1, predict the reactants needed to synthesize it. The reactants are: C[O:2][C:3]1[CH:8]=[CH:7][C:6]([N:9]2[C:13]3[CH:14]=[CH:15][CH:16]=[CH:17][C:12]=3[N:11]=[C:10]2[C:18]2[CH:34]=[CH:33][C:21]([C:22]([NH:24][CH:25]([C:27]3[CH:32]=[CH:31][CH:30]=[CH:29][CH:28]=3)[CH3:26])=[O:23])=[CH:20][CH:19]=2)=[CH:5][CH:4]=1.B(Br)(Br)Br.